Predict the product of the given reaction. From a dataset of Forward reaction prediction with 1.9M reactions from USPTO patents (1976-2016). Given the reactants [Cl:1][C:2]1[CH:7]=[CH:6][C:5]([CH:8]([C@@H:14]([CH3:19])[C:15]([F:18])([F:17])[F:16])[C:9]([O:11]CC)=[O:10])=[C:4]([CH3:20])[CH:3]=1.Cl, predict the reaction product. The product is: [Cl:1][C:2]1[CH:7]=[CH:6][C:5]([CH:8]([C@@H:14]([CH3:19])[C:15]([F:16])([F:17])[F:18])[C:9]([OH:11])=[O:10])=[C:4]([CH3:20])[CH:3]=1.